From a dataset of NCI-60 drug combinations with 297,098 pairs across 59 cell lines. Regression. Given two drug SMILES strings and cell line genomic features, predict the synergy score measuring deviation from expected non-interaction effect. Drug 1: C1CN1P(=S)(N2CC2)N3CC3. Drug 2: C1=NC(=NC(=O)N1C2C(C(C(O2)CO)O)O)N. Cell line: DU-145. Synergy scores: CSS=26.8, Synergy_ZIP=-4.05, Synergy_Bliss=4.64, Synergy_Loewe=-0.0906, Synergy_HSA=1.97.